This data is from Forward reaction prediction with 1.9M reactions from USPTO patents (1976-2016). The task is: Predict the product of the given reaction. Given the reactants [NH2:1][C:2]1[N:7]=[C:6]([S:8][CH3:9])[C:5]([C:10]#[N:11])=[C:4]([C:12]2[S:13][CH:14]=[CH:15][CH:16]=2)[N:3]=1.C1(C2[O:25]N2S(C2C=CC=CC=2)(=O)=O)C=CC=CC=1, predict the reaction product. The product is: [NH2:1][C:2]1[N:7]=[C:6]([S:8]([CH3:9])=[O:25])[C:5]([C:10]#[N:11])=[C:4]([C:12]2[S:13][CH:14]=[CH:15][CH:16]=2)[N:3]=1.